Dataset: Reaction yield outcomes from USPTO patents with 853,638 reactions. Task: Predict the reaction yield, written as a fraction of the theoretical maximum amount of product (1.0 means a 100% yield; for example, 0.34 means a 34% yield). (1) The reactants are Br[C:2]1[CH:3]=[C:4]([N:8]2[C:16]3[CH2:15][CH2:14][N:13]([C:17]4[S:18][CH:19]=[CH:20][N:21]=4)[CH2:12][C:11]=3[C:10]([C:22]([O:24][CH2:25][CH3:26])=[O:23])=[N:9]2)[CH:5]=[CH:6][CH:7]=1.[C:27]([C@:29]1([OH:36])[CH2:33][CH2:32][N:31]([CH3:34])[C:30]1=[O:35])#[CH:28]. No catalyst specified. The product is [OH:36][C@@:29]1([C:27]#[C:28][C:2]2[CH:3]=[C:4]([N:8]3[C:16]4[CH2:15][CH2:14][N:13]([C:17]5[S:18][CH:19]=[CH:20][N:21]=5)[CH2:12][C:11]=4[C:10]([C:22]([O:24][CH2:25][CH3:26])=[O:23])=[N:9]3)[CH:5]=[CH:6][CH:7]=2)[CH2:33][CH2:32][N:31]([CH3:34])[C:30]1=[O:35]. The yield is 0.800. (2) The reactants are [C:1]1([CH:7]2[S:12][CH2:11][CH2:10][CH2:9][S:8]2)[CH:6]=[CH:5][CH:4]=[CH:3][CH:2]=1.[CH2:13]([Li])[CH2:14][CH2:15][CH3:16].[CH2:18]1[CH2:22][O:21][CH2:20][CH2:19]1. The yield is 0.710. The product is [C:18]1([CH2:19][CH:20]([C:7]2([C:1]3[CH:2]=[CH:3][CH:4]=[CH:5][CH:6]=3)[S:8][CH2:9][CH2:10][CH2:11][S:12]2)[OH:21])[CH:22]=[CH:16][CH:15]=[CH:14][CH:13]=1. No catalyst specified. (3) The catalyst is CO.[Fe]. The reactants are [Cl:1][C:2]1[CH:9]=[C:8]([N+:10]([O-])=O)[CH:7]=[C:6]([Cl:13])[C:3]=1[C:4]#[N:5].[Cl-].[NH4+].O. The yield is 0.650. The product is [NH2:10][C:8]1[CH:7]=[C:6]([Cl:13])[C:3]([C:4]#[N:5])=[C:2]([Cl:1])[CH:9]=1. (4) The reactants are [CH2:1](O)[CH2:2][CH3:3].[NH2:5][CH:6]([C:11]1[CH:16]=[CH:15][C:14]2[O:17][CH2:18][O:19][C:13]=2[CH:12]=1)[CH2:7][C:8]([OH:10])=[O:9].S(=O)(=O)(O)O.[OH-].[Na+]. The catalyst is O. The product is [NH2:5][CH:6]([C:11]1[CH:16]=[CH:15][C:14]2[O:17][CH2:18][O:19][C:13]=2[CH:12]=1)[CH2:7][C:8]([O:10][CH2:1][CH2:2][CH3:3])=[O:9]. The yield is 0.900. (5) The reactants are [S:1](=[O:5])(=[O:4])([OH:3])[OH:2].[OH:6][CH2:7][CH2:8][O:9][NH:10][C:11]([C:13]1[C:22]([NH:23][C:24]2[CH:29]=[CH:28][C:27]([Br:30])=[CH:26][C:25]=2[Cl:31])=[C:21]([F:32])[C:16]2[N:17]=[CH:18][N:19]([CH3:20])[C:15]=2[CH:14]=1)=[O:12].O. The catalyst is O1CCCC1. The product is [S:1]([OH:5])([OH:4])(=[O:3])=[O:2].[OH:6][CH2:7][CH2:8][O:9][NH:10][C:11]([C:13]1[C:22]([NH:23][C:24]2[CH:29]=[CH:28][C:27]([Br:30])=[CH:26][C:25]=2[Cl:31])=[C:21]([F:32])[C:16]2[N:17]=[CH:18][N:19]([CH3:20])[C:15]=2[CH:14]=1)=[O:12]. The yield is 0.820. (6) The reactants are Cl.[CH3:2][O:3][C:4](=[O:10])[C@H:5]([NH2:9])[CH:6]([CH3:8])[CH3:7].[Cl:11][C:12]1[CH:19]=[CH:18][C:15]([CH:16]=O)=[CH:14][CH:13]=1.C(N(CC)CC)C.[BH4-].[Na+]. The catalyst is C(Cl)Cl.[O-]S([O-])(=O)=O.[Mg+2].CO. The product is [CH3:2][O:3][C:4](=[O:10])[C@H:5]([NH:9][CH2:16][C:15]1[CH:18]=[CH:19][C:12]([Cl:11])=[CH:13][CH:14]=1)[CH:6]([CH3:8])[CH3:7]. The yield is 0.970. (7) The product is [OH:45][CH2:44][CH2:43][CH2:42][NH:41][C:25]([NH:24][C:21]1[CH:20]=[CH:19][C:18]([C:6]2[N:7]=[C:8]([N:11]3[CH2:16][CH2:15][O:14][CH2:13][C@@H:12]3[CH3:17])[C:9]3[CH2:10][N:2]([CH3:1])[CH2:3][C:4]=3[N:5]=2)=[CH:23][CH:22]=1)=[O:33]. The reactants are [CH3:1][N:2]1[CH2:10][C:9]2[C:8]([N:11]3[CH2:16][CH2:15][O:14][CH2:13][C@@H:12]3[CH3:17])=[N:7][C:6]([C:18]3[CH:23]=[CH:22][C:21]([NH:24][C:25](=[O:33])OC4C=CC=CC=4)=[CH:20][CH:19]=3)=[N:5][C:4]=2[CH2:3]1.CCN(CC)CC.[NH2:41][CH2:42][CH2:43][CH2:44][OH:45]. The catalyst is CN(C=O)C. The yield is 0.260.